Dataset: Reaction yield outcomes from USPTO patents with 853,638 reactions. Task: Predict the reaction yield, written as a fraction of the theoretical maximum amount of product (1.0 means a 100% yield; for example, 0.34 means a 34% yield). (1) The reactants are [C:1]([C:3]1[C:11]2[C:6](=[CH:7][C:8]([O:12][CH3:13])=[CH:9][CH:10]=2)[N:5]([CH2:14][CH3:15])[C:4]=1[C:16]1[CH:24]=[CH:23][C:19]([C:20](O)=[O:21])=[CH:18][CH:17]=1)#[N:2].CN(C=O)C.C(Cl)(=O)C(Cl)=O.[NH:36]1[CH2:41][CH2:40][O:39][CH2:38][CH2:37]1. The catalyst is C(Cl)Cl. The product is [CH2:14]([N:5]1[C:6]2[C:11](=[CH:10][CH:9]=[C:8]([O:12][CH3:13])[CH:7]=2)[C:3]([C:1]#[N:2])=[C:4]1[C:16]1[CH:24]=[CH:23][C:19]([C:20]([N:36]2[CH2:41][CH2:40][O:39][CH2:38][CH2:37]2)=[O:21])=[CH:18][CH:17]=1)[CH3:15]. The yield is 0.900. (2) The reactants are [C:1]([C:3]1([C:6]2[CH:7]=[C:8]([CH:12]=[CH:13][CH:14]=2)[C:9]([OH:11])=O)[CH2:5][CH2:4]1)#[N:2].C(Cl)(=O)C(Cl)=O.O1CCCC1.[NH2:26][C:27]1[C:28]([Cl:50])=[C:29]([C:46]([CH3:49])=[CH:47][CH:48]=1)[O:30][C:31]1[CH:32]=[CH:33][C:34]2[N:35]([CH:37]=[C:38]([NH:40][C:41]([CH:43]3[CH2:45][CH2:44]3)=[O:42])[N:39]=2)[N:36]=1. The catalyst is CN(C)C=O.CN1CCCC1=O. The product is [Cl:50][C:28]1[C:29]([O:30][C:31]2[CH:32]=[CH:33][C:34]3[N:35]([CH:37]=[C:38]([NH:40][C:41]([CH:43]4[CH2:45][CH2:44]4)=[O:42])[N:39]=3)[N:36]=2)=[C:46]([CH3:49])[CH:47]=[CH:48][C:27]=1[NH:26][C:9](=[O:11])[C:8]1[CH:12]=[CH:13][CH:14]=[C:6]([C:3]([C:1]#[N:2])([CH3:4])[CH3:5])[CH:7]=1. The yield is 0.510. (3) The reactants are C([O:5][P:6]([CH:13]([F:26])[C:14]1[CH:19]=[CH:18][C:17]([C:20]2[CH:25]=[CH:24][CH:23]=[CH:22][N:21]=2)=[CH:16][CH:15]=1)(=[O:12])[O:7]C(C)(C)C)(C)(C)C. The catalyst is C(O)(=O)C. The product is [F:26][CH:13]([P:6](=[O:5])([OH:12])[OH:7])[C:14]1[CH:19]=[CH:18][C:17]([C:20]2[CH:25]=[CH:24][CH:23]=[CH:22][N:21]=2)=[CH:16][CH:15]=1. The yield is 0.810. (4) The reactants are C1OCOC1.[ClH:6].[CH3:7][O:8][CH2:9][CH2:10][O:11][C:12]1[CH:17]=[C:16]2[C:18]([NH:22][C:23]3[CH:28]=[C:27]([C:29]#[CH:30])[CH:26]=[CH:25][CH:24]=3)=[N:19][CH:20]=[N:21][C:15]2=[CH:14][C:13]=1[O:31][CH2:32][CH2:33][O:34][CH3:35]. No catalyst specified. The product is [CH3:7][O:8][CH2:9][CH2:10][O:11][C:12]1[CH:17]=[C:16]2[C:18]([NH:22][C:23]3[CH:24]=[CH:25][CH:26]=[C:27]([C:29]#[CH:30])[CH:28]=3)=[N:19][CH:20]=[N:21][C:15]2=[CH:14][C:13]=1[O:31][CH2:32][CH2:33][O:34][CH3:35].[ClH:6]. The yield is 0.915. (5) The reactants are [O:1]1[C:5]2[CH:6]=[CH:7][C:8]([CH2:10][CH2:11][NH:12][C:13]([C:15]3[CH:35]=[CH:34][C:18]([O:19][C:20]4[CH:29]=[C:28]5[C:23]([CH:24]([C:30]([OH:32])=[O:31])[CH2:25][CH2:26][O:27]5)=[CH:22][C:21]=4[Cl:33])=[CH:17][CH:16]=3)=[O:14])=[CH:9][C:4]=2[O:3][CH2:2]1.O1CCCC1CO.C[O-].[Na+:45]. No catalyst specified. The product is [O:1]1[C:5]2[CH:6]=[CH:7][C:8]([CH2:10][CH2:11][NH:12][C:13]([C:15]3[CH:35]=[CH:34][C:18]([O:19][C:20]4[CH:29]=[C:28]5[C:23]([CH:24]([C:30]([O-:32])=[O:31])[CH2:25][CH2:26][O:27]5)=[CH:22][C:21]=4[Cl:33])=[CH:17][CH:16]=3)=[O:14])=[CH:9][C:4]=2[O:3][CH2:2]1.[Na+:45]. The yield is 1.01.